This data is from Forward reaction prediction with 1.9M reactions from USPTO patents (1976-2016). The task is: Predict the product of the given reaction. (1) Given the reactants C(=O)([O-])[O-].[K+].[K+].[Cl:7][C:8]1[CH:9]=[C:10]([CH2:16][CH2:17][C:18]2([CH:26]3[CH2:30][CH2:29][CH2:28][CH2:27]3)[O:23][C:22](=[O:24])[CH2:21][C:20](=[O:25])[CH2:19]2)[CH:11]=[CH:12][C:13]=1[O:14][CH3:15].Cl[CH2:32][C:33]1[N:34]=[C:35]2[N:40]=[CH:39][CH:38]=[CH:37][N:36]2[CH:41]=1.[I-].[Na+], predict the reaction product. The product is: [Cl:7][C:8]1[CH:9]=[C:10]([CH2:16][CH2:17][C:18]2([CH:26]3[CH2:30][CH2:29][CH2:28][CH2:27]3)[O:23][C:22](=[O:24])[CH:21]([CH2:32][C:33]3[N:34]=[C:35]4[N:40]=[CH:39][CH:38]=[CH:37][N:36]4[CH:41]=3)[C:20](=[O:25])[CH2:19]2)[CH:11]=[CH:12][C:13]=1[O:14][CH3:15]. (2) Given the reactants C([O:3][C:4]([C:6]1([NH:15][C:16](=[O:29])[C:17]2[CH:22]=[CH:21][CH:20]=[C:19]([CH3:23])[C:18]=2[CH:24]=[CH:25][CH2:26][O:27][CH3:28])[CH2:14][C:13]2[C:8](=[CH:9][CH:10]=[CH:11][CH:12]=2)[CH2:7]1)=[O:5])C.[OH-].[K+].O, predict the reaction product. The product is: [CH3:28][O:27][CH2:26][CH:25]=[CH:24][C:18]1[C:19]([CH3:23])=[CH:20][CH:21]=[CH:22][C:17]=1[C:16]([NH:15][C:6]1([C:4]([OH:5])=[O:3])[CH2:7][C:8]2[C:13](=[CH:12][CH:11]=[CH:10][CH:9]=2)[CH2:14]1)=[O:29].